From a dataset of Reaction yield outcomes from USPTO patents with 853,638 reactions. Predict the reaction yield, written as a fraction of the theoretical maximum amount of product (1.0 means a 100% yield; for example, 0.34 means a 34% yield). (1) The reactants are [Si:1]([O:8][C@@H:9]1[C@@:32]2([CH3:33])[C:13](=[CH:14][CH:15]=[C:16]3[C@@H:31]2[CH2:30][CH2:29][C@@:28]2([CH3:34])[C@H:17]3[CH2:18][CH2:19][C@@H:20]2[C@@H:21]([O:23][CH2:24][C:25]([OH:27])=[O:26])[CH3:22])[CH2:12][C@@H:11]([O:35][Si:36]([C:39]([CH3:42])([CH3:41])[CH3:40])([CH3:38])[CH3:37])[CH2:10]1)([C:4]([CH3:7])([CH3:6])[CH3:5])([CH3:3])[CH3:2].[CH3:43][CH2:44][CH:45](O)[CH2:46][CH3:47].C1(N=C=NC2CCCCC2)CCCCC1. The catalyst is CN(C)C1C=CN=CC=1.ClCCl. The product is [Si:1]([O:8][C@@H:9]1[C@@:32]2([CH3:33])[C:13](=[CH:14][CH:15]=[C:16]3[C@@H:31]2[CH2:30][CH2:29][C@@:28]2([CH3:34])[C@H:17]3[CH2:18][CH2:19][C@@H:20]2[C@@H:21]([O:23][CH2:24][C:25]([O:27][CH:45]([CH2:46][CH3:47])[CH2:44][CH3:43])=[O:26])[CH3:22])[CH2:12][C@@H:11]([O:35][Si:36]([C:39]([CH3:41])([CH3:40])[CH3:42])([CH3:37])[CH3:38])[CH2:10]1)([C:4]([CH3:7])([CH3:6])[CH3:5])([CH3:3])[CH3:2]. The yield is 0.370. (2) The reactants are [CH3:1][C:2]([C:4]1[C:9]([Cl:10])=[C:8]([F:11])[CH:7]=[CH:6][C:5]=1[Cl:12])=[O:3].[H-].[Al+3].[Li+].[H-].[H-].[H-].[OH-].[Na+].[O-]S([O-])(=O)=O.[Mg+2]. The catalyst is C1COCC1.O. The product is [Cl:10][C:9]1[C:8]([F:11])=[CH:7][CH:6]=[C:5]([Cl:12])[C:4]=1[CH:2]([OH:3])[CH3:1]. The yield is 0.950. (3) The reactants are [F:1][C:2]1[C:3](=[O:18])[N:4]([CH3:17])[CH:5]=[C:6](B2OC(C)(C)C(C)(C)O2)[CH:7]=1.Br[C:20]1[CH:34]=[C:33]([S:35]([CH2:38][CH3:39])(=[O:37])=[O:36])[CH:32]=[CH:31][C:21]=1[O:22][C:23]1[CH:28]=[CH:27][C:26]([F:29])=[CH:25][C:24]=1[F:30]. The catalyst is O1CCOCC1.C(=O)(O)[O-].C1C=CC(P(C2C=CC=CC=2)[C-]2C=CC=C2)=CC=1.C1C=CC(P(C2C=CC=CC=2)[C-]2C=CC=C2)=CC=1.Cl[Pd]Cl.[Fe+2]. The product is [F:30][C:24]1[CH:25]=[C:26]([F:29])[CH:27]=[CH:28][C:23]=1[O:22][C:21]1[CH:31]=[CH:32][C:33]([S:35]([CH2:38][CH3:39])(=[O:37])=[O:36])=[CH:34][C:20]=1[C:6]1[CH:7]=[C:2]([F:1])[C:3](=[O:18])[N:4]([CH3:17])[CH:5]=1. The yield is 0.270. (4) The reactants are FC1[CH:3]=[C:4]2[C:8](=CC=1)[NH:7][C:6](=[O:11])[CH2:5]2.C[C:13]1(C)[C:17](C(O)=O)=[CH:16][NH:15][CH:14]1/[CH:21]=[C:22]1\[C:23](=[O:32])[NH:24][C:25]2[C:30]\1=[CH:29][C:28]([F:31])=[CH:27][CH:26]=2.CN(C([O:41]N1N=NC2C=CC=NC1=2)=[N+](C)C)C.F[P-](F)(F)(F)(F)F.[CH3:58][CH2:59][N:60](C(C)C)[CH:61]([CH3:63])[CH3:62]. The catalyst is CN(C=O)C.C(Cl)(Cl)Cl. The product is [CH3:5][CH:4]1[CH:8]([N:60]2[CH:61]([CH3:63])[CH2:62][O:41][CH2:58][CH2:59]2)[N:7]([C:6](/[C:21](/[C:14]2[NH:15][CH:16]=[CH:17][CH:13]=2)=[C:22]2\[C:23](=[O:32])[NH:24][C:25]3[C:30]\2=[CH:29][C:28]([F:31])=[CH:27][CH:26]=3)=[O:11])[CH2:3]1. The yield is 0.920. (5) The reactants are [CH3:1][O:2][C:3]([C:5]1(C(OC)=O)[CH2:13][C:12]2[C:7](=[CH:8][CH:9]=[CH:10][C:11]=2[N+:14]([O-:16])=[O:15])[CH2:6]1)=[O:4].[Cl-].[Li+].O. The catalyst is CS(C)=O. The product is [CH3:1][O:2][C:3]([CH:5]1[CH2:13][C:12]2[C:7](=[CH:8][CH:9]=[CH:10][C:11]=2[N+:14]([O-:16])=[O:15])[CH2:6]1)=[O:4]. The yield is 0.650. (6) The reactants are [C:1]1([Li])C=CC=CC=1.[I-].C[P+](C1C=CC=CC=1)(C1C=CC=CC=1)C1C=CC=CC=1.[CH2:29]([O:31][C:32](=[O:54])[C:33]([CH3:53])([CH3:52])[CH2:34][CH2:35][CH2:36][CH2:37][C:38](=O)[CH2:39][CH2:40][CH2:41][CH2:42][C:43]([CH3:50])([CH3:49])[C:44]([O:46][CH2:47][CH3:48])=[O:45])[CH3:30]. The catalyst is C1COCC1. The product is [CH2:29]([O:31][C:32](=[O:54])[C:33]([CH3:53])([CH3:52])[CH2:34][CH2:35][CH2:36][CH2:37][C:38](=[CH2:1])[CH2:39][CH2:40][CH2:41][CH2:42][C:43]([CH3:50])([CH3:49])[C:44]([O:46][CH2:47][CH3:48])=[O:45])[CH3:30]. The yield is 0.470. (7) The reactants are Br[C:2]1[CH:3]=[C:4]2[C:10]([C:11]3[C:16]([O:17][CH3:18])=[CH:15][CH:14]=[CH:13][N:12]=3)=[N:9][N:8](COC(=O)C(C)(C)C)[C:5]2=[N:6][CH:7]=1.[NH2:27][C:28]1[CH:38]=[CH:37][C:36](B2OC(C)(C)C(C)(C)O2)=[CH:35][C:29]=1[C:30]([N:32]([CH3:34])[CH3:33])=[O:31].ClCCl.C(=O)(O)[O-].[Na+]. The catalyst is O1CCCC1.C(#N)C.O. The product is [NH2:27][C:28]1[CH:38]=[CH:37][C:36]([C:2]2[CH:3]=[C:4]3[C:10]([C:11]4[C:16]([O:17][CH3:18])=[CH:15][CH:14]=[CH:13][N:12]=4)=[N:9][NH:8][C:5]3=[N:6][CH:7]=2)=[CH:35][C:29]=1[C:30]([N:32]([CH3:34])[CH3:33])=[O:31]. The yield is 0.310.